Dataset: Forward reaction prediction with 1.9M reactions from USPTO patents (1976-2016). Task: Predict the product of the given reaction. (1) Given the reactants [F:1][CH:2]([F:24])[C:3]1[CH:8]=[CH:7][C:6]([C:9]2([CH2:22][OH:23])[CH2:14][CH2:13][N:12](C(OC(C)(C)C)=O)[CH2:11][CH2:10]2)=[CH:5][CH:4]=1.Cl, predict the reaction product. The product is: [F:24][CH:2]([F:1])[C:3]1[CH:4]=[CH:5][C:6]([C:9]2([CH2:22][OH:23])[CH2:10][CH2:11][NH:12][CH2:13][CH2:14]2)=[CH:7][CH:8]=1. (2) Given the reactants [NH2:1][C:2]1[CH:14]=[C:13]([C@H:15]([NH:19][C:20]([N:22]2[C:28](=[O:29])[C@@H:27]([CH2:30][C:31]3[CH:36]=[C:35]([Cl:37])[CH:34]=[CH:33][C:32]=3[O:38][CH3:39])[CH2:26][NH:25][C:24](=[N:40][N:41]([CH3:43])[CH3:42])[CH2:23]2)=[O:21])[CH2:16][CH2:17][CH3:18])[CH:12]=[CH:11][C:3]=1[C:4]([O:6]C(C)(C)C)=[O:5].Cl.C1(C)C=CC=CC=1, predict the reaction product. The product is: [NH2:1][C:2]1[CH:14]=[C:13]([C@H:15]([NH:19][C:20]([N:22]2[C:28](=[O:29])[C@@H:27]([CH2:30][C:31]3[CH:36]=[C:35]([Cl:37])[CH:34]=[CH:33][C:32]=3[O:38][CH3:39])[CH2:26][NH:25][C:24](=[N:40][N:41]([CH3:43])[CH3:42])[CH2:23]2)=[O:21])[CH2:16][CH2:17][CH3:18])[CH:12]=[CH:11][C:3]=1[C:4]([OH:6])=[O:5]. (3) Given the reactants [Cl:1][C:2]1[CH:33]=[CH:32][CH:31]=[C:30]([Cl:34])[C:3]=1[C:4]([NH:6][CH:7]([CH2:12][C:13]1[CH:14]=[C:15]2[C:20](=[CH:21][CH:22]=1)[N:19]=[C:18]([O:23][C:24]1[CH:29]=[CH:28][CH:27]=[CH:26][CH:25]=1)[CH:17]=[CH:16]2)[C:8]([O:10]C)=[O:9])=[O:5].[OH-].[Na+].OS([O-])(=O)=O.[K+], predict the reaction product. The product is: [Cl:1][C:2]1[CH:33]=[CH:32][CH:31]=[C:30]([Cl:34])[C:3]=1[C:4]([NH:6][CH:7]([CH2:12][C:13]1[CH:14]=[C:15]2[C:20](=[CH:21][CH:22]=1)[N:19]=[C:18]([O:23][C:24]1[CH:29]=[CH:28][CH:27]=[CH:26][CH:25]=1)[CH:17]=[CH:16]2)[C:8]([OH:10])=[O:9])=[O:5]. (4) Given the reactants [C:1]([C:5]1[CH:10]=[C:9]([CH2:11][CH3:12])[C:8]([N+:13]([O-])=O)=[CH:7][C:6]=1[OH:16])([CH3:4])([CH3:3])[CH3:2], predict the reaction product. The product is: [NH2:13][C:8]1[C:9]([CH2:11][CH3:12])=[CH:10][C:5]([C:1]([CH3:3])([CH3:2])[CH3:4])=[C:6]([OH:16])[CH:7]=1.